The task is: Binary Classification. Given a T-cell receptor sequence (or CDR3 region) and an epitope sequence, predict whether binding occurs between them.. This data is from TCR-epitope binding with 47,182 pairs between 192 epitopes and 23,139 TCRs. (1) The epitope is KRWIILGLNK. The TCR CDR3 sequence is CASSFSEAFF. Result: 0 (the TCR does not bind to the epitope). (2) The epitope is TEILPVSMTK. The TCR CDR3 sequence is CASSSPTSVEQYF. Result: 0 (the TCR does not bind to the epitope). (3) The epitope is RPPIFIRRL. The TCR CDR3 sequence is CASSLPSGGTNNEQFF. Result: 1 (the TCR binds to the epitope). (4) The epitope is TPRVTGGGAM. The TCR CDR3 sequence is CASSSSWGYGYTF. Result: 1 (the TCR binds to the epitope). (5) The epitope is LPRRSGAAGA. The TCR CDR3 sequence is CASSLRLLLYEQYF. Result: 0 (the TCR does not bind to the epitope). (6) The epitope is VTIAEILLI. The TCR CDR3 sequence is CASSPGGSSYEQYF. Result: 0 (the TCR does not bind to the epitope).